This data is from Forward reaction prediction with 1.9M reactions from USPTO patents (1976-2016). The task is: Predict the product of the given reaction. (1) The product is: [CH3:30][C:29]([C:26]1[CH:27]=[CH:28][C:23]([O:22][CH2:21][CH2:20][CH2:19][N:13]2[CH2:12][CH2:11][CH:10]([C:7]3[C:6]4[CH:16]=[CH:17][C:3]([F:2])=[CH:4][C:5]=4[O:9][N:8]=3)[CH2:15][CH2:14]2)=[C:24]([O:48][CH3:49])[CH:25]=1)=[O:51]. Given the reactants Cl.[F:2][C:3]1[CH:17]=[CH:16][C:6]2[C:7]([CH:10]3[CH2:15][CH2:14][NH:13][CH2:12][CH2:11]3)=[N:8][O:9][C:5]=2[CH:4]=1.Cl[CH2:19][CH2:20][CH2:21][O:22][C:23]1[CH:28]=[CH:27][C:26]([CH:29]([C:30]([CH:29]([C:26]2[CH:27]=[CH:28][C:23]([O:22][CH2:21][CH2:20][CH2:19]Cl)=[C:24]([O:48][CH3:49])[CH:25]=2)C)=O)[CH3:30])=[CH:25][C:24]=1[O:48][CH3:49].C(=O)([O-])[O-:51].[K+].[K+], predict the reaction product. (2) Given the reactants [N:1]1(CCOC2C=CC(NC(N)=O)=CC=2)CCCC1.[N:19]([C:22]1[CH:27]=[CH:26][C:25]([N:28]2[CH2:33][CH2:32][N:31]([CH3:34])[CH2:30][CH2:29]2)=[CH:24][CH:23]=1)=[C:20]=[S:21], predict the reaction product. The product is: [CH3:34][N:31]1[CH2:30][CH2:29][N:28]([C:25]2[CH:24]=[CH:23][C:22]([NH:19][C:20]([NH2:1])=[S:21])=[CH:27][CH:26]=2)[CH2:33][CH2:32]1. (3) Given the reactants [Cl:1][C:2]1[CH:3]=[C:4]2[C:8](=[CH:9][CH:10]=1)[NH:7][C:6](=[O:11])[C:5]2([NH:20][C:21]([CH3:28])([CH3:27])[C:22]([N:24]([CH3:26])[CH3:25])=[O:23])[C:12]1[CH:17]=[CH:16][CH:15]=[CH:14][C:13]=1[O:18][CH3:19].[CH3:29][O:30][C:31]1[CH:36]=[CH:35][C:34]([S:37](Cl)(=[O:39])=[O:38])=[C:33]([O:41][C:42]([F:45])([F:44])[F:43])[CH:32]=1, predict the reaction product. The product is: [Cl:1][C:2]1[CH:3]=[C:4]2[C:8](=[CH:9][CH:10]=1)[N:7]([S:37]([C:34]1[CH:35]=[CH:36][C:31]([O:30][CH3:29])=[CH:32][C:33]=1[O:41][C:42]([F:43])([F:44])[F:45])(=[O:39])=[O:38])[C:6](=[O:11])[C:5]2([NH:20][C:21]([CH3:28])([CH3:27])[C:22]([N:24]([CH3:25])[CH3:26])=[O:23])[C:12]1[CH:17]=[CH:16][CH:15]=[CH:14][C:13]=1[O:18][CH3:19]. (4) Given the reactants [CH3:1][CH:2]1[C:45](=O)[C:5]2=[CH:6][C:7]3[C:8]([CH2:31][CH2:32][CH2:33][CH2:34][CH2:35][CH2:36][CH2:37][CH2:38][CH2:39][CH2:40][CH2:41][CH2:42][CH2:43][CH3:44])([CH2:17][CH2:18][CH2:19][CH2:20][CH2:21][CH2:22][CH2:23][CH2:24][CH2:25][CH2:26][CH2:27][CH2:28][CH2:29][CH3:30])[C:9]4[C:14]([C:15]=3[CH:16]=[C:4]2[CH2:3]1)=[CH:13][CH:12]=[CH:11][CH:10]=4.[BH4-].[Na+], predict the reaction product. The product is: [CH3:1][C:2]1[CH2:3][C:4]2[C:5]([CH:45]=1)=[CH:6][C:7]1[C:8]([CH2:31][CH2:32][CH2:33][CH2:34][CH2:35][CH2:36][CH2:37][CH2:38][CH2:39][CH2:40][CH2:41][CH2:42][CH2:43][CH3:44])([CH2:17][CH2:18][CH2:19][CH2:20][CH2:21][CH2:22][CH2:23][CH2:24][CH2:25][CH2:26][CH2:27][CH2:28][CH2:29][CH3:30])[C:9]3[C:14]([C:15]=1[CH:16]=2)=[CH:13][CH:12]=[CH:11][CH:10]=3. (5) Given the reactants [CH2:1]([C:8]#[N:9])[C:2]1[CH:7]=[CH:6][CH:5]=[CH:4][CH:3]=1.[H-].[Na+].Br[CH:13]([CH3:18])[C:14]([O:16][CH3:17])=[O:15].C([O-])(O)=O.[Na+], predict the reaction product. The product is: [CH3:17][O:16][C:14](=[O:15])[CH:13]([CH3:18])[CH:1]([C:8]#[N:9])[C:2]1[CH:7]=[CH:6][CH:5]=[CH:4][CH:3]=1. (6) Given the reactants Br[C:2]1[CH:7]=[CH:6][C:5]([C:8]2[N:9]([CH2:14][C@@H:15]3[CH2:19][CH2:18][N:17]([C:20]([CH:22]4[CH2:24][CH2:23]4)=[O:21])[CH2:16]3)[C:10](=[O:13])[NH:11][N:12]=2)=[C:4]([F:25])[CH:3]=1.[NH:26]1[C:34]2[C:29](=[CH:30][CH:31]=[C:32](B(O)O)[CH:33]=2)[CH:28]=[CH:27]1.C([O-])([O-])=O.[Cs+].[Cs+].O1CCOCC1, predict the reaction product. The product is: [CH:22]1([C:20]([N:17]2[CH2:18][CH2:19][C@@H:15]([CH2:14][N:9]3[C:8]([C:5]4[CH:6]=[CH:7][C:2]([C:32]5[CH:33]=[C:34]6[C:29]([CH:28]=[CH:27][NH:26]6)=[CH:30][CH:31]=5)=[CH:3][C:4]=4[F:25])=[N:12][NH:11][C:10]3=[O:13])[CH2:16]2)=[O:21])[CH2:24][CH2:23]1.